From a dataset of Catalyst prediction with 721,799 reactions and 888 catalyst types from USPTO. Predict which catalyst facilitates the given reaction. (1) Reactant: [Cl:1]N1C(=O)CCC1=O.[CH2:9]([CH:13]1[CH2:21][C:20]2[C:15](=[CH:16][CH:17]=[C:18]([O:22][CH3:23])[CH:19]=2)[C:14]1=[O:24])[CH2:10][CH2:11][CH3:12]. Product: [CH2:9]([CH:13]1[CH2:21][C:20]2[C:15](=[CH:16][CH:17]=[C:18]([O:22][CH3:23])[C:19]=2[Cl:1])[C:14]1=[O:24])[CH2:10][CH2:11][CH3:12]. The catalyst class is: 508. (2) Reactant: [C:1]([C:3]1[CH:8]=[CH:7][C:6]([CH:9]([C:12]#[N:13])[C:10]#[N:11])=[CH:5][CH:4]=1)#[N:2].C([O-])([O-])=O.[K+].[K+].CS(O[CH2:25][C:26]1[CH:31]=[CH:30][C:29]([C:32]#[CH:33])=[CH:28][CH:27]=1)(=O)=O. Product: [C:1]([C:3]1[CH:8]=[CH:7][C:6]([C:9]([CH2:25][C:26]2[CH:31]=[CH:30][C:29]([C:32]#[CH:33])=[CH:28][CH:27]=2)([C:10]#[N:11])[C:12]#[N:13])=[CH:5][CH:4]=1)#[N:2]. The catalyst class is: 21. (3) Reactant: [Cl:1][C:2]1[CH:7]=[CH:6][C:5]([C:8]2[CH:9]=[N:10][CH:11]=[C:12]3[C:17]=2[N:16]=[C:15]([C:18]([OH:20])=O)[CH:14]=[CH:13]3)=[CH:4][CH:3]=1.C(N(CC)C(C)C)(C)C.F[P-](F)(F)(F)(F)F.N1(OC(N(C)C)=[N+](C)C)C2N=CC=CC=2N=N1.[NH2:54][C:55]([CH3:59])([CH3:58])[CH2:56][OH:57]. Product: [Cl:1][C:2]1[CH:3]=[CH:4][C:5]([C:8]2[CH:9]=[N:10][CH:11]=[C:12]3[C:17]=2[N:16]=[C:15]([C:18]([NH:54][C:55]([CH3:59])([CH3:58])[CH2:56][OH:57])=[O:20])[CH:14]=[CH:13]3)=[CH:6][CH:7]=1. The catalyst class is: 9. (4) Reactant: [Cl:1][C:2]1[CH:3]=[C:4]([CH:7]=[CH:8][C:9]=1[O:10][CH2:11][CH2:12][CH2:13][CH:14]([CH3:16])[CH3:15])[CH:5]=O.[C:17]([NH:20][NH2:21])([NH2:19])=[NH:18].Cl. Product: [ClH:1].[Cl:1][C:2]1[CH:3]=[C:4]([CH:7]=[CH:8][C:9]=1[O:10][CH2:11][CH2:12][CH2:13][CH:14]([CH3:16])[CH3:15])[CH:5]=[N:21][NH:20][C:17]([NH2:19])=[NH:18]. The catalyst class is: 2. (5) Reactant: CN(C(ON1N=NC2C=CC=NC1=2)=[N+](C)C)C.F[P-](F)(F)(F)(F)F.[NH2:25][C:26]1[C:27]([C:36]([NH:38][C@H:39]([C:47]([O:49][CH3:50])=[O:48])[C@@H:40]([CH3:46])[O:41][C:42]([CH3:45])([CH3:44])[CH3:43])=[O:37])=[CH:28][C:29]2[C:34]([CH:35]=1)=[CH:33][CH:32]=[CH:31][CH:30]=2.[CH3:51][C:52]1[CH:57]=[C:56]([CH3:58])[CH:55]=[C:54]([CH3:59])[C:53]=1[CH2:60][C:61](O)=[O:62].C(N(C(C)C)CC)(C)C. Product: [CH3:43][C:42]([O:41][C@H:40]([CH3:46])[C@@H:39]([C:47]([O:49][CH3:50])=[O:48])[NH:38][C:36]([C:27]1[C:26]([NH:25][C:61](=[O:62])[CH2:60][C:53]2[C:52]([CH3:51])=[CH:57][C:56]([CH3:58])=[CH:55][C:54]=2[CH3:59])=[CH:35][C:34]2[C:29](=[CH:30][CH:31]=[CH:32][CH:33]=2)[CH:28]=1)=[O:37])([CH3:44])[CH3:45]. The catalyst class is: 3. (6) Reactant: [O:1]1[CH:5]=[CH:4][C:3]([CH:6]=O)=[CH:2]1.[NH:8]1C=C[C:10](C=O)=[CH:9]1.C1CCN2C(=NCCC2)CC1. Product: [O:1]1[CH:5]=[CH:4][C:3]([CH:6]=[CH:10][C:9]#[N:8])=[CH:2]1. The catalyst class is: 11.